Binary Classification. Given a drug SMILES string, predict its activity (active/inactive) in a high-throughput screening assay against a specified biological target. From a dataset of HIV replication inhibition screening data with 41,000+ compounds from the AIDS Antiviral Screen. The drug is CCCC[Sn](CCCC)(OC(=O)c1nccnc1N)OC(=O)c1nccnc1N. The result is 0 (inactive).